Dataset: Full USPTO retrosynthesis dataset with 1.9M reactions from patents (1976-2016). Task: Predict the reactants needed to synthesize the given product. (1) The reactants are: [OH:1][C@H:2]1[CH2:11][CH2:10][CH2:9][C:8]2[C@:3]1([CH3:14])[CH2:4][CH2:5][C:6](=[O:13])[C:7]=2[CH3:12].C(NC(C)C)(C)C.C([Li])CCC.[CH:27](=O)[C:28]1[CH:33]=[CH:32][CH:31]=[CH:30][CH:29]=1. Given the product [CH:27](=[C:5]1/[C:6](=[O:13])[C:7]([CH3:12])=[C:8]2[C@:3]([CH3:14])([CH2:4]/1)[C@@H:2]([OH:1])[CH2:11][CH2:10][CH2:9]2)\[C:28]1[CH:33]=[CH:32][CH:31]=[CH:30][CH:29]=1, predict the reactants needed to synthesize it. (2) Given the product [Cl:8][C:9]1[C:10]([O:23][C:24]2[CH:25]=[N:26][C:27]([O:31][C@@H:32]([CH3:37])[C:33]([F:35])([F:36])[F:34])=[C:28]([Cl:30])[CH:29]=2)=[CH:11][C:12]([F:22])=[C:13]([CH:21]=1)[C:14]([OH:16])=[O:15], predict the reactants needed to synthesize it. The reactants are: FC(F)(F)C(O)=O.[Cl:8][C:9]1[C:10]([O:23][C:24]2[CH:25]=[N:26][C:27]([O:31][C@@H:32]([CH3:37])[C:33]([F:36])([F:35])[F:34])=[C:28]([Cl:30])[CH:29]=2)=[CH:11][C:12]([F:22])=[C:13]([CH:21]=1)[C:14]([O:16]C(C)(C)C)=[O:15]. (3) Given the product [Br:1][C:2]1[CH:7]=[C:6]([CH2:8][C:15]([C:10]2[CH:11]=[CH:12][CH:13]=[CH:14][N:9]=2)=[O:16])[CH:5]=[CH:4][N:3]=1, predict the reactants needed to synthesize it. The reactants are: [Br:1][C:2]1[CH:7]=[C:6]([CH3:8])[CH:5]=[CH:4][N:3]=1.[N:9]1[CH:14]=[CH:13][CH:12]=[CH:11][C:10]=1[C:15](OCC)=[O:16].C[Si]([N-][Si](C)(C)C)(C)C.[Na+]. (4) Given the product [OH:13][C:11]1[CH:12]=[C:3]([CH:2]=[O:28])[C:4]2[CH2:5][CH:6]([C:17]3[CH:18]=[CH:19][C:20]([OH:23])=[CH:21][CH:22]=3)[CH:7]3[CH2:16][CH2:15][CH2:14][CH:8]3[C:9]=2[CH:10]=1, predict the reactants needed to synthesize it. The reactants are: Br[CH2:2][C:3]1[CH:12]=[C:11]([OH:13])[CH:10]=[C:9]2[C:4]=1[CH2:5][CH:6]([C:17]1[CH:22]=[CH:21][C:20]([OH:23])=[CH:19][CH:18]=1)[CH:7]1[CH2:16][CH2:15][CH2:14][CH:8]12.C[N+]([O-:28])(C)C.CS(C)=O.C(Cl)Cl. (5) Given the product [CH:67]1([N:57]2[C:58]3[N:65]=[CH:64][C:63]([F:66])=[CH:62][C:59]=3[C:60](=[O:61])[N:55]([CH:52]3[CH2:53][CH2:54][CH:49]([NH:48][C:10]([C:2]4[N:1]=[C:5]5[CH:6]=[CH:7][CH:8]=[CH:9][N:4]5[CH:3]=4)=[O:12])[CH2:50][CH2:51]3)[C:56]2=[O:72])[CH2:68][CH2:69][CH2:70][CH2:71]1, predict the reactants needed to synthesize it. The reactants are: [N:1]1[C:2]([C:10]([OH:12])=O)=[CH:3][N:4]2[CH:9]=[CH:8][CH:7]=[CH:6][C:5]=12.CN(C(ON1N=NC2C=CC=NC1=2)=[N+](C)C)C.F[P-](F)(F)(F)(F)F.C1C=NC2N(O)N=NC=2C=1.Cl.[NH2:48][CH:49]1[CH2:54][CH2:53][CH:52]([N:55]2[C:60](=[O:61])[C:59]3[CH:62]=[C:63]([F:66])[CH:64]=[N:65][C:58]=3[N:57]([CH:67]3[CH2:71][CH2:70][CH2:69][CH2:68]3)[C:56]2=[O:72])[CH2:51][CH2:50]1.C(N(C(C)C)C(C)C)C. (6) Given the product [CH3:19][C:10]1[CH:11]=[CH:12][C:13]([O:15][CH2:16][CH:17]=[CH2:18])=[CH:14][C:9]=1[NH:8][C:6]1[CH:5]=[CH:4][N:3]=[C:2]([NH:20][C:21]2[CH:22]=[C:23]([CH:27]=[CH:28][CH:29]=2)[C:24]([OH:26])=[O:25])[N:7]=1, predict the reactants needed to synthesize it. The reactants are: Cl[C:2]1[N:7]=[C:6]([NH:8][C:9]2[CH:14]=[C:13]([O:15][CH2:16][CH:17]=[CH2:18])[CH:12]=[CH:11][C:10]=2[CH3:19])[CH:5]=[CH:4][N:3]=1.[NH2:20][C:21]1[CH:22]=[C:23]([CH:27]=[CH:28][CH:29]=1)[C:24]([OH:26])=[O:25].Cl. (7) Given the product [C:39]([N:37]([CH2:36][CH2:35][N:21]([CH:22]1[CH2:27][CH2:26][N:25]([C:28]2[CH:33]=[CH:32][N:31]=[C:30]([CH3:34])[CH:29]=2)[CH2:24][CH2:23]1)[C:19](=[O:20])[CH2:18][CH2:17][S:14]([C:9]1[CH:8]=[CH:7][C:6]2[C:11](=[CH:12][CH:13]=[C:4]([Cl:1])[CH:5]=2)[CH:10]=1)(=[O:16])=[O:15])[CH3:38])(=[O:41])[CH3:40], predict the reactants needed to synthesize it. The reactants are: [ClH:1].Cl.Cl[C:4]1[CH:5]=[C:6]2[C:11](=[CH:12][CH:13]=1)[CH:10]=[C:9]([S:14]([CH2:17][CH2:18][C:19]([N:21]([CH2:35][CH2:36][NH:37][CH3:38])[CH:22]1[CH2:27][CH2:26][N:25]([C:28]3[CH:33]=[CH:32][N:31]=[C:30]([CH3:34])[CH:29]=3)[CH2:24][CH2:23]1)=[O:20])(=[O:16])=[O:15])[CH:8]=[CH:7]2.[C:39](OC(=O)C)(=[O:41])[CH3:40].C(N(CC)CC)C. (8) The reactants are: [Br:1][C:2]1[C:13]2[C:5](=[CH:6][C:7]([C:16]3[CH:21]=[CH:20][CH:19]=[CH:18][C:17]=3[O:22][CH3:23])=[C:8]3[C:12]=2[C:11](=[O:14])[NH:10][C:9]3=[O:15])[N:4]([CH2:24][CH2:25][O:26][Si](C(C)(C)C)(C)C)[C:3]=1[CH2:34][OH:35].[F-].[NH4+].C(OCC)(=O)C. Given the product [Br:1][C:2]1[C:13]2[C:5](=[CH:6][C:7]([C:16]3[CH:21]=[CH:20][CH:19]=[CH:18][C:17]=3[O:22][CH3:23])=[C:8]3[C:12]=2[C:11](=[O:14])[NH:10][C:9]3=[O:15])[N:4]([CH2:24][CH2:25][OH:26])[C:3]=1[CH2:34][OH:35], predict the reactants needed to synthesize it.